Dataset: Catalyst prediction with 721,799 reactions and 888 catalyst types from USPTO. Task: Predict which catalyst facilitates the given reaction. Reactant: C([NH:8][CH:9]([CH3:26])[CH2:10][CH:11]([C:19]1[CH:24]=[CH:23][C:22]([OH:25])=[CH:21][CH:20]=1)[C:12]1[CH:17]=[CH:16][C:15]([OH:18])=[CH:14][CH:13]=1)C1C=CC=CC=1.[H][H]. Product: [OH:18][C:15]1[CH:16]=[CH:17][C:12]([CH:11]([C:19]2[CH:20]=[CH:21][C:22]([OH:25])=[CH:23][CH:24]=2)[CH2:10][CH:9]([NH2:8])[CH3:26])=[CH:13][CH:14]=1. The catalyst class is: 43.